From a dataset of NCI-60 drug combinations with 297,098 pairs across 59 cell lines. Regression. Given two drug SMILES strings and cell line genomic features, predict the synergy score measuring deviation from expected non-interaction effect. (1) Drug 1: CC1=C(C(=CC=C1)Cl)NC(=O)C2=CN=C(S2)NC3=CC(=NC(=N3)C)N4CCN(CC4)CCO. Drug 2: C(CN)CNCCSP(=O)(O)O. Cell line: TK-10. Synergy scores: CSS=34.8, Synergy_ZIP=-5.07, Synergy_Bliss=2.42, Synergy_Loewe=-79.7, Synergy_HSA=1.86. (2) Drug 1: C1CCN(CC1)CCOC2=CC=C(C=C2)C(=O)C3=C(SC4=C3C=CC(=C4)O)C5=CC=C(C=C5)O. Drug 2: C1CC(=O)NC(=O)C1N2C(=O)C3=CC=CC=C3C2=O. Cell line: EKVX. Synergy scores: CSS=4.79, Synergy_ZIP=-2.65, Synergy_Bliss=-0.828, Synergy_Loewe=-1.11, Synergy_HSA=-1.02. (3) Drug 1: CC1=C2C(C(=O)C3(C(CC4C(C3C(C(C2(C)C)(CC1OC(=O)C(C(C5=CC=CC=C5)NC(=O)OC(C)(C)C)O)O)OC(=O)C6=CC=CC=C6)(CO4)OC(=O)C)OC)C)OC. Drug 2: C1C(C(OC1N2C=C(C(=O)NC2=O)F)CO)O. Cell line: U251. Synergy scores: CSS=63.5, Synergy_ZIP=-2.55, Synergy_Bliss=-3.81, Synergy_Loewe=1.32, Synergy_HSA=3.67.